From a dataset of Experimentally validated miRNA-target interactions with 360,000+ pairs, plus equal number of negative samples. Binary Classification. Given a miRNA mature sequence and a target amino acid sequence, predict their likelihood of interaction. (1) The miRNA is hsa-miR-548k with sequence AAAAGUACUUGCGGAUUUUGCU. The protein sequence of the target gene is MGNTSSERAALERQAGHKTPRRDSSGGAKDGDRPKILMDSPEDADIFHSEEIKAPEKEEFLAWQHDLEANDKAPAQARPTVFRWTGGGKEVYLSGSFNNWSKLPLTRSQNNFVAILDLPEGEHQYKFFVDGQWTHDPSEPIVTSQLGTVNNIIQVKKTDFEVFDALMVDSQKCSDVSELSSSPPGPYHQEPYMSKPEERFKAPPILPPHLLQVILNKDTGISCDPALLPEPNHVMLNHLYALSIKDGVMVLSATHRYKKKYVTTLLYKPI. Result: 0 (no interaction). (2) The miRNA is hsa-miR-518a-3p with sequence GAAAGCGCUUCCCUUUGCUGGA. The protein sequence of the target gene is MAVQVVQAVQAVHLESDAFLVCLNHALSTEKEEVMGLCIGELNDDTRSDSKFAYTGTEMRTVAEKVDAVRIVHIHSVIILRRSDKRKDRVEISPEQLSAASTEAERLAELTGRPMRVVGWYHSHPHITVWPSHVDVRTQAMYQMMDQGFVGLIFSCFIEDKNTKTGRVLYTCFQSIQAQKSSESLHGPRDFWSSSQHISIEGQKEEERYERIEIPIHIVPHVTIGKVCLESAVELPKILCQEEQDAYRRIHSLTHLDSVTKIHNGSVFTKNLCSQMSAVSGPLLQWLEDRLEQNQQHLQE.... Result: 0 (no interaction). (3) The miRNA is hsa-miR-7158-5p with sequence GGCUCAAUCUCUGGUCCUGCAGCC. The protein sequence of the target gene is MNIMNTEQSQNSIVSRIKVFEGQTNIETSGLPKKPEITPRSLPPKPTVSSGKPSVAPKPAANRASGEWDSGTENRLKVTSKEGLTPYPPLQEAGSIPVTKPELPKKPNPGLIRSVNPEIPGRGPLAESSDSGKKVPTPAPRPLLLKKSVSSENPTYPSAPLKPVTVPPRLAGASQAKAYKSLGEGPPANPPVPVLQSKPLVDIDLISFDDDVLPTPSGNLAEESVGSEMVLDPFQLPAKTEPIKERAVQPAPTRKPTVIRIPAKPGKCLHEDPQSPPPLPAEKPIGNTFSTVSGKLSNVE.... Result: 0 (no interaction). (4) The miRNA is mmu-miR-1933-3p with sequence CCAGGACCAUCAGUGUGACUAU. The protein sequence of the target gene is MCQQVVVVANTNNKMKTSYSIKQVLKTLFKKQQKQQQKPQGSLESLESVDNLRNAQVEEAYYAEIDENAANEKLAQLAHSQEFEIVEEQEDEEDVYVPVRFARTTAGTFFWTTNLQPVASVEPAMCYSMQFQDRWAQA. Result: 0 (no interaction). (5) The miRNA is hsa-miR-202-5p with sequence UUCCUAUGCAUAUACUUCUUUG. The protein sequence of the target gene is MAASWSPLVTLRSAARSRLTGRGVGCGARVVAIPPPAPGPGKPLWKAYTVQTSEGVRPTAASEARLKALAVCHGPLDHYDFLIKSQELREDEHQRRVVQCLQKLQEDLKGYSIEEGGLFSKLFSRNKPPKGLYVYGDVGTGKTMVMDMFYAYVETKRKKRVHFHGFMLDVHRRIHHLKQSLPKRKAGFMAKSYDPIAPIAEEISQETSLLCFDEFQVTDIADAMILKQLFENLFKNGVVVVATSNRPPEDLYKNGLQRANFVPFIAVLKEYCDTLQLDSGVDYRKRELAPAGKLYYLTSE.... Result: 0 (no interaction). (6) The miRNA is hsa-miR-335-5p with sequence UCAAGAGCAAUAACGAAAAAUGU. The protein sequence of the target gene is MSATLILEPPGRCCWNEPVRIAVRGLAPEQRVTLRASLRDEKGALFRAHARYCADARGELDLERAPALGGSFAGLEPMGLLWALEPEKPFWRFLKRDVQIPFVVELEVLDGHDPEPGRLLCQAQHERHFLPPGVRRQSVRAGRVRATLFLPPGPGPFPGIIDIFGIGGGLLEYRASLLAGHGFATLALAYYNFEDLPNNMDNISLEYFEEAVCYMLQHPQVKGPGIGLLGISLGADICLSMASFLKNVSATVSINGSGISGNTAINYKHSSIPPLGYDLRRIKVAFSGLVDIVDIRNALV.... Result: 1 (interaction).